This data is from Forward reaction prediction with 1.9M reactions from USPTO patents (1976-2016). The task is: Predict the product of the given reaction. Given the reactants Cl.C([OH:4])C.C(O[Si](OCC)(OCC)OCC)C.[CH3:27][CH:19]1[O:26][C:24](=[O:25])[CH:23]([CH3:27])[O:22][C:20]1=[O:21].[CH2:19]1[O:26][C:24](=[O:25])[CH2:23][O:22][C:20]1=[O:21], predict the reaction product. The product is: [CH3:27][CH:23]([O:22][C:20]([CH2:19][OH:26])=[O:21])[C:24]([OH:4])=[O:25].